Dataset: Full USPTO retrosynthesis dataset with 1.9M reactions from patents (1976-2016). Task: Predict the reactants needed to synthesize the given product. (1) The reactants are: [Cl:1][C:2]1[CH:3]=[C:4]2[C:8](=[CH:9][CH:10]=1)[NH:7][CH:6]=[C:5]2[CH2:11][CH2:12][NH:13][C:14](=[O:23])[C:15]1[CH:20]=[CH:19][CH:18]=[C:17]([CH2:21]Cl)[CH:16]=1.[F:24][C:25]1[C:30]([O:31][CH3:32])=[CH:29][CH:28]=[CH:27][C:26]=1B(O)O.ClCCl.C(=O)([O-])[O-].[Na+].[Na+].[I-].[Na+]. Given the product [Cl:1][C:2]1[CH:3]=[C:4]2[C:8](=[CH:9][CH:10]=1)[NH:7][CH:6]=[C:5]2[CH2:11][CH2:12][NH:13][C:14](=[O:23])[C:15]1[CH:20]=[CH:19][CH:18]=[C:17]([CH2:21][C:26]2[CH:27]=[CH:28][CH:29]=[C:30]([O:31][CH3:32])[C:25]=2[F:24])[CH:16]=1, predict the reactants needed to synthesize it. (2) The reactants are: [C:1]([O:5][C:6]([N:8]1[CH2:13][CH2:12][N:11]([C:14]2[C:23]3[C:18](=[CH:19][CH:20]=[C:21]([C:24](OC)=[O:25])[CH:22]=3)[N:17]=[CH:16][CH:15]=2)[CH2:10][CH2:9]1)=[O:7])([CH3:4])([CH3:3])[CH3:2].[H-].[Al+3].[Li+].[H-].[H-].[H-]. Given the product [OH:25][CH2:24][C:21]1[CH:22]=[C:23]2[C:18](=[CH:19][CH:20]=1)[N:17]=[CH:16][CH:15]=[C:14]2[N:11]1[CH2:10][CH2:9][N:8]([C:6]([O:5][C:1]([CH3:4])([CH3:3])[CH3:2])=[O:7])[CH2:13][CH2:12]1, predict the reactants needed to synthesize it. (3) Given the product [Cl:14][C:15]1[CH:16]=[C:17]2[C:22](=[CH:23][CH:24]=1)[N:21]=[CH:20][N:19]([CH2:26][C:27]([F:30])([F:29])[F:28])[C:18]2([C:9]#[C:8][CH:5]1[CH2:7][CH2:6]1)[C:31]([F:33])([F:34])[F:32], predict the reactants needed to synthesize it. The reactants are: C([Mg]Br)C.[CH:5]1([C:8]#[CH:9])[CH2:7][CH2:6]1.S(Cl)(Cl)=O.[Cl:14][C:15]1[CH:16]=[C:17]2[C:22](=[CH:23][CH:24]=1)[NH:21][C:20](=O)[N:19]([CH2:26][C:27]([F:30])([F:29])[F:28])[C:18]2(O)[C:31]([F:34])([F:33])[F:32].C(N(CC)CC)C. (4) Given the product [N:4]1[CH:3]=[C:2]([C:16]2[N:28]([S:29]([C:32]3[CH:38]=[CH:37][C:35]([CH3:36])=[CH:34][CH:33]=3)(=[O:31])=[O:30])[C:19]3=[N:20][CH:21]=[C:22]4[CH:26]=[N:25][N:24]([CH3:27])[C:23]4=[C:18]3[CH:17]=2)[N:6]2[CH2:7][CH2:8][CH2:9][C:5]=12, predict the reactants needed to synthesize it. The reactants are: Br[C:2]1[N:6]2[CH2:7][CH2:8][CH2:9][C:5]2=[N:4][CH:3]=1.C([Mg]Br)(C)C.I[C:16]1[N:28]([S:29]([C:32]2[CH:38]=[CH:37][C:35]([CH3:36])=[CH:34][CH:33]=2)(=[O:31])=[O:30])[C:19]2=[N:20][CH:21]=[C:22]3[CH:26]=[N:25][N:24]([CH3:27])[C:23]3=[C:18]2[CH:17]=1.O. (5) The reactants are: [OH:1][C:2]1[CH:7]=[CH:6][C:5]([C:8]2[N:9]=[C:10]3[CH:15]=[CH:14][C:13]([I:16])=[CH:12][N:11]3[CH:17]=2)=[CH:4][CH:3]=1.C(=O)([O-])[O-].[K+].[K+].[F:24][CH2:25][CH2:26]OS(C1C=CC(C)=CC=1)(=O)=O.O. Given the product [F:24][CH2:25][CH2:26][O:1][C:2]1[CH:3]=[CH:4][C:5]([C:8]2[N:9]=[C:10]3[CH:15]=[CH:14][C:13]([I:16])=[CH:12][N:11]3[CH:17]=2)=[CH:6][CH:7]=1, predict the reactants needed to synthesize it. (6) Given the product [CH2:1]([O:3][C:4]([CH:6]1[N:11]([CH:19]=[O:20])[CH2:10][CH2:9][N:8]([C:12]([O:14][C:15]([CH3:17])([CH3:16])[CH3:18])=[O:13])[CH2:7]1)=[O:5])[CH3:2], predict the reactants needed to synthesize it. The reactants are: [CH2:1]([O:3][C:4]([CH:6]1[NH:11][CH2:10][CH2:9][N:8]([C:12]([O:14][C:15]([CH3:18])([CH3:17])[CH3:16])=[O:13])[CH2:7]1)=[O:5])[CH3:2].[CH:19](OC1C(F)=C(F)C(F)=C(F)C=1F)=[O:20].CN(C)CCN. (7) Given the product [Br:18][C:19]1[N:24]=[CH:23][C:22]([CH2:25][C:5]([CH2:4][CH2:3][C:2]([F:10])([F:11])[F:1])([C:8]#[N:9])[C:6]#[N:7])=[CH:21][CH:20]=1, predict the reactants needed to synthesize it. The reactants are: [F:1][C:2]([F:11])([F:10])[CH2:3][CH2:4][CH:5]([C:8]#[N:9])[C:6]#[N:7].C(=O)([O-])[O-].[K+].[K+].[Br:18][C:19]1[N:24]=[CH:23][C:22]([CH2:25]Br)=[CH:21][CH:20]=1.